Dataset: NCI-60 drug combinations with 297,098 pairs across 59 cell lines. Task: Regression. Given two drug SMILES strings and cell line genomic features, predict the synergy score measuring deviation from expected non-interaction effect. Drug 1: CC1=C(C=C(C=C1)NC2=NC=CC(=N2)N(C)C3=CC4=NN(C(=C4C=C3)C)C)S(=O)(=O)N.Cl. Drug 2: COC1=CC(=CC(=C1O)OC)C2C3C(COC3=O)C(C4=CC5=C(C=C24)OCO5)OC6C(C(C7C(O6)COC(O7)C8=CC=CS8)O)O. Cell line: EKVX. Synergy scores: CSS=30.6, Synergy_ZIP=-4.71, Synergy_Bliss=-0.201, Synergy_Loewe=-21.8, Synergy_HSA=-0.956.